Task: Regression/Classification. Given a drug SMILES string, predict its toxicity properties. Task type varies by dataset: regression for continuous values (e.g., LD50, hERG inhibition percentage) or binary classification for toxic/non-toxic outcomes (e.g., AMES mutagenicity, cardiotoxicity, hepatotoxicity). Dataset: ld50_zhu.. Dataset: Acute oral toxicity (LD50) regression data from Zhu et al. (1) The molecule is CN1CCC2(C)c3cc(OC(=O)NCCCCCCCCN4CCSCC4)ccc3N(C)C12. The rat oral LD50 is 4.30, given as -log10 of the dose in mol/kg body weight (higher means more acutely toxic). (2) The molecule is O=[N+]([O-])c1cc([N+](=O)[O-])c(F)cc1F. The rat oral LD50 is 3.61, given as -log10 of the dose in mol/kg body weight (higher means more acutely toxic). (3) The molecule is COc1ccccc1N. The rat oral LD50 is 1.79, given as -log10 of the dose in mol/kg body weight (higher means more acutely toxic). (4) The molecule is CCOC=O. The rat oral LD50 is 1.60, given as -log10 of the dose in mol/kg body weight (higher means more acutely toxic).